From a dataset of Forward reaction prediction with 1.9M reactions from USPTO patents (1976-2016). Predict the product of the given reaction. Given the reactants [CH:1]([NH:4][C:5](=[O:26])[O:6][CH2:7][C:8]1([CH2:21][CH2:22][CH:23]([CH3:25])[CH3:24])[C:17]2[C:12](=[CH:13][CH:14]=[CH:15][CH:16]=2)[C:11](=[O:18])[CH:10]=[C:9]1[O:19]C)([CH3:3])[CH3:2].I[Si](C)(C)C, predict the reaction product. The product is: [CH:1]([NH:4][C:5](=[O:26])[O:6][CH2:7][C:8]1([CH2:21][CH2:22][CH:23]([CH3:25])[CH3:24])[C:17]2[C:12](=[CH:13][CH:14]=[CH:15][CH:16]=2)[C:11](=[O:18])[CH2:10][C:9]1=[O:19])([CH3:3])[CH3:2].